This data is from Forward reaction prediction with 1.9M reactions from USPTO patents (1976-2016). The task is: Predict the product of the given reaction. (1) Given the reactants [CH3:1][O:2][C:3]1[CH:12]=[CH:11][CH:10]=[C:9]2[C:4]=1[CH2:5][CH2:6][CH2:7][C:8]2=[N:13][NH:14][C:15](=[S:17])[NH2:16].Br[CH2:19][C:20]([C:22]1[CH:27]=[CH:26][CH:25]=[C:24]([N+:28]([O-:30])=[O:29])[CH:23]=1)=O, predict the reaction product. The product is: [CH3:1][O:2][C:3]1[CH:12]=[CH:11][CH:10]=[C:9]2[C:4]=1[CH2:5][CH2:6][CH2:7][C:8]2=[N:13][NH:14][C:15]1[S:17][CH:19]=[C:20]([C:22]2[CH:27]=[CH:26][CH:25]=[C:24]([N+:28]([O-:30])=[O:29])[CH:23]=2)[N:16]=1. (2) Given the reactants CS(O[CH2:6][C:7]1[CH:12]=[CH:11][C:10]([NH:13][C:14]([O:16][C:17]([CH3:20])([CH3:19])[CH3:18])=[O:15])=[CH:9][N:8]=1)(=O)=O.[NH:21]1[CH2:26][CH2:25][O:24][CH2:23][CH2:22]1.C([O-])([O-])=O.[K+].[K+], predict the reaction product. The product is: [O:24]1[CH2:25][CH2:26][N:21]([CH2:6][C:7]2[N:8]=[CH:9][C:10]([NH:13][C:14](=[O:15])[O:16][C:17]([CH3:20])([CH3:19])[CH3:18])=[CH:11][CH:12]=2)[CH2:22][CH2:23]1. (3) Given the reactants [Cl:1][C:2]1[CH:3]=[CH:4][C:5]2[N:6]=[C:7]([NH2:17])[N:8]=[C:9](N3C=NC=N3)[C:10]=2[N:11]=1.[CH2:18]([Mg]Br)[CH2:19][CH3:20], predict the reaction product. The product is: [Cl:1][C:2]1[CH:3]=[CH:4][C:5]2[N:6]=[C:7]([NH2:17])[N:8]=[C:9]([CH2:18][CH2:19][CH3:20])[C:10]=2[N:11]=1. (4) Given the reactants [CH3:1][C:2]1[C:10]([NH:11][C:12](=[O:14])[CH3:13])=[CH:9][CH:8]=[C:7]2[C:3]=1[CH2:4][CH2:5][C:6]2=[O:15].C([O-])(=O)C.[K+].C(O)(=O)C.C(OC(=O)C)(=O)C.O1CCOCCOCCOCCOCCOCC1.[N:50](OCCC(C)C)=O, predict the reaction product. The product is: [C:12]([N:11]1[C:10]2[CH:9]=[CH:8][C:7]3[C:6](=[O:15])[CH2:5][CH2:4][C:3]=3[C:2]=2[CH:1]=[N:50]1)(=[O:14])[CH3:13]. (5) Given the reactants [Br:1][C:2]1[CH:7]=[CH:6][C:5]([S:8](Cl)(=[O:10])=[O:9])=[CH:4][CH:3]=1.[S:12]1(=[O:19])(=[O:18])[CH2:16][CH2:15][CH:14]([NH2:17])[CH2:13]1, predict the reaction product. The product is: [Br:1][C:2]1[CH:7]=[CH:6][C:5]([S:8]([NH:17][CH:14]2[CH2:15][CH2:16][S:12](=[O:19])(=[O:18])[CH2:13]2)(=[O:10])=[O:9])=[CH:4][CH:3]=1. (6) Given the reactants [C:1]([O:5][C:6]([N:8]([C:25]1[CH:30]=[CH:29][N:28]=[C:27](Cl)[N:26]=1)[C:9]1[CH:10]=[C:11]2[C:15](=[CH:16][CH:17]=1)[N:14]([C:18]([O:20][C:21]([CH3:24])([CH3:23])[CH3:22])=[O:19])[N:13]=[CH:12]2)=[O:7])([CH3:4])([CH3:3])[CH3:2].CC1(C)C(C)(C)OB([C:40]2[CH:41]=[C:42]([CH:57]=[CH:58][CH:59]=2)[O:43][CH:44]2[CH2:49][CH2:48][N:47]([C:50]([O:52][C:53]([CH3:56])([CH3:55])[CH3:54])=[O:51])[CH2:46][CH2:45]2)O1.CC([O-])=O.[K+].CC(OC(OC(OC(C)(C)C)=O)=O)(C)C, predict the reaction product. The product is: [C:21]([O:20][C:18]([N:14]1[C:15]2[C:11](=[CH:10][C:9]([N:8]([C:6]([O:5][C:1]([CH3:4])([CH3:3])[CH3:2])=[O:7])[C:25]3[CH:30]=[CH:29][N:28]=[C:27]([C:40]4[CH:59]=[CH:58][CH:57]=[C:42]([O:43][CH:44]5[CH2:49][CH2:48][N:47]([C:50]([O:52][C:53]([CH3:55])([CH3:54])[CH3:56])=[O:51])[CH2:46][CH2:45]5)[CH:41]=4)[N:26]=3)=[CH:17][CH:16]=2)[CH:12]=[N:13]1)=[O:19])([CH3:24])([CH3:23])[CH3:22]. (7) Given the reactants C([O:3][C:4](=[O:27])[CH2:5][CH2:6][C:7]1[CH:12]=[C:11]([F:13])[C:10]([O:14][CH2:15][C:16]2[C:17]([S:22][CH:23]([CH3:25])[CH3:24])=[N:18][CH:19]=[CH:20][CH:21]=2)=[C:9]([F:26])[CH:8]=1)C.[OH-].[Li+], predict the reaction product. The product is: [F:26][C:9]1[CH:8]=[C:7]([CH2:6][CH2:5][C:4]([OH:27])=[O:3])[CH:12]=[C:11]([F:13])[C:10]=1[O:14][CH2:15][C:16]1[C:17]([S:22][CH:23]([CH3:25])[CH3:24])=[N:18][CH:19]=[CH:20][CH:21]=1.